Dataset: Peptide-MHC class II binding affinity with 134,281 pairs from IEDB. Task: Regression. Given a peptide amino acid sequence and an MHC pseudo amino acid sequence, predict their binding affinity value. This is MHC class II binding data. (1) The peptide sequence is TPTNASHIQSAVVCG. The MHC is HLA-DQA10501-DQB10201 with pseudo-sequence HLA-DQA10501-DQB10201. The binding affinity (normalized) is 0.166. (2) The peptide sequence is VNPIEGEPYVQGQLD. The MHC is DRB1_1302 with pseudo-sequence DRB1_1302. The binding affinity (normalized) is 0.525. (3) The peptide sequence is LTLPWQSGSGGVWRE. The MHC is DRB1_1501 with pseudo-sequence DRB1_1501. The binding affinity (normalized) is 0.0569.